From a dataset of Peptide-MHC class I binding affinity with 185,985 pairs from IEDB/IMGT. Regression. Given a peptide amino acid sequence and an MHC pseudo amino acid sequence, predict their binding affinity value. This is MHC class I binding data. (1) The peptide sequence is RMTSCNINAY. The MHC is Mamu-B17 with pseudo-sequence Mamu-B17. The binding affinity (normalized) is 0.0332. (2) The peptide sequence is LYDSQGLPEELP. The MHC is H-2-Db with pseudo-sequence H-2-Db. The binding affinity (normalized) is 0. (3) The peptide sequence is GRRPLKNRK. The MHC is HLA-A69:01 with pseudo-sequence HLA-A69:01. The binding affinity (normalized) is 0.0847. (4) The peptide sequence is SSCKMALLFK. The MHC is HLA-B07:02 with pseudo-sequence HLA-B07:02. The binding affinity (normalized) is 0.153.